Dataset: Full USPTO retrosynthesis dataset with 1.9M reactions from patents (1976-2016). Task: Predict the reactants needed to synthesize the given product. Given the product [OH:20]/[N:19]=[C:9](\[NH2:10])/[CH2:8][C:5]1[CH:6]=[CH:7][C:2]([I:1])=[C:3]([CH3:11])[CH:4]=1, predict the reactants needed to synthesize it. The reactants are: [I:1][C:2]1[CH:7]=[CH:6][C:5]([CH2:8][C:9]#[N:10])=[CH:4][C:3]=1[CH3:11].C(=O)([O-])[O-].[K+].[K+].Cl.[NH2:19][OH:20].